Dataset: Forward reaction prediction with 1.9M reactions from USPTO patents (1976-2016). Task: Predict the product of the given reaction. (1) Given the reactants [CH2:1]([Mg]Br)[CH3:2].CN(C=[N:9][S:10]([C:13]1[CH:18]=[CH:17][C:16]([C:19]2[C:24]([O:25][CH3:26])=[CH:23][CH:22]=[C:21]([C:27]3[N:31]([CH3:32])[C:30]([C:33](N(OC)C)=[O:34])=[CH:29][C:28]=3[CH3:39])[CH:20]=2)=[CH:15][CH:14]=1)(=[O:12])=[O:11])C, predict the reaction product. The product is: [CH3:32][N:31]1[C:30]([C:33](=[O:34])[CH2:1][CH3:2])=[CH:29][C:28]([CH3:39])=[C:27]1[C:21]1[CH:22]=[CH:23][C:24]([O:25][CH3:26])=[C:19]([C:16]2[CH:17]=[CH:18][C:13]([S:10]([NH2:9])(=[O:11])=[O:12])=[CH:14][CH:15]=2)[CH:20]=1. (2) Given the reactants [C:1]([C:4]1[CH:11]=[CH:10][C:7]([C:8]#[N:9])=[CH:6][CH:5]=1)(=[O:3])[CH3:2], predict the reaction product. The product is: [OH:3][C@@H:1]([C:4]1[CH:11]=[CH:10][C:7]([C:8]#[N:9])=[CH:6][CH:5]=1)[CH3:2].